From a dataset of Forward reaction prediction with 1.9M reactions from USPTO patents (1976-2016). Predict the product of the given reaction. (1) Given the reactants [NH2:1][C:2]1[N:6]([CH3:7])[NH:5][C:4](=[O:8])[CH:3]=1.[Cl:9][C:10]1[CH:11]=[C:12]([CH:15]=[CH:16][C:17]=1[Cl:18])[CH:13]=O.[CH3:19][C:20]1([CH3:28])[CH2:25][CH2:24][C:23](=O)[CH2:22][C:21]1=[O:27], predict the reaction product. The product is: [Cl:9][C:10]1[CH:11]=[C:12]([CH:13]2[C:22]3[C:21](=[O:27])[C:20]([CH3:28])([CH3:19])[CH2:25][CH2:24][C:23]=3[NH:1][C:2]3[N:6]([CH3:7])[NH:5][C:4](=[O:8])[C:3]2=3)[CH:15]=[CH:16][C:17]=1[Cl:18]. (2) Given the reactants [CH3:1][S:2](Cl)(=[O:4])=[O:3].[NH2:6][CH:7]([C:36]1[C:37]([CH3:42])=[N:38][O:39][C:40]=1[CH3:41])[C:8]1[O:9][C:10]2[CH:16]=[CH:15][C:14]([CH2:17][C:18]([NH:20][CH:21]([C:28]3[CH:33]=[CH:32][C:31]([CH3:34])=[CH:30][C:29]=3[CH3:35])[C:22]3[CH:27]=[CH:26][CH:25]=[CH:24][CH:23]=3)=[O:19])=[CH:13][C:11]=2[CH:12]=1.CCN(CC)CC, predict the reaction product. The product is: [CH3:42][C:37]1[C:36]([CH:7]([NH:6][S:2]([CH3:1])(=[O:4])=[O:3])[C:8]2[O:9][C:10]3[CH:16]=[CH:15][C:14]([CH2:17][C:18]([NH:20][CH:21]([C:28]4[CH:33]=[CH:32][C:31]([CH3:34])=[CH:30][C:29]=4[CH3:35])[C:22]4[CH:27]=[CH:26][CH:25]=[CH:24][CH:23]=4)=[O:19])=[CH:13][C:11]=3[CH:12]=2)=[C:40]([CH3:41])[O:39][N:38]=1. (3) Given the reactants [F:1][C:2]1([F:11])[CH2:5][CH:4]([NH:6]S(C)(=O)=O)[CH2:3]1.[CH3:12][O:13][C:14](=[O:27])[C:15]1[CH:20]=[C:19]([S:21]([CH3:24])(=[O:23])=[O:22])[C:18](F)=[CH:17][C:16]=1[CH3:26].C(N=C(N(C)C)N(C)C)(C)(C)C, predict the reaction product. The product is: [CH3:12][O:13][C:14](=[O:27])[C:15]1[CH:20]=[C:19]([S:21]([CH3:24])(=[O:22])=[O:23])[C:18]([NH:6][CH:4]2[CH2:3][C:2]([F:1])([F:11])[CH2:5]2)=[CH:17][C:16]=1[CH3:26]. (4) Given the reactants [Br:1][C:2]1[CH:7]=[C:6]([C:8]2[CH:13]=[CH:12][N:11]=[CH:10][CH:9]=2)[CH:5]=[CH:4][C:3]=1[NH:14]C(=O)C.[OH-].[K+], predict the reaction product. The product is: [Br:1][C:2]1[CH:7]=[C:6]([C:8]2[CH:9]=[CH:10][N:11]=[CH:12][CH:13]=2)[CH:5]=[CH:4][C:3]=1[NH2:14]. (5) Given the reactants C([O:4][C@H:5]1[CH2:9][CH2:8][C@H:7](/[CH:10]=[CH:11]/[C@@H:12]([O:20][CH:21]2[CH2:26][CH2:25][CH2:24][CH2:23][O:22]2)[CH2:13][C@@H:14]([CH3:19])[CH2:15][CH2:16][CH2:17][CH3:18])[C@H:6]1[CH2:27][CH2:28][CH2:29][CH2:30][CH2:31][CH:32]([Se:37][C:38]1[CH:43]=[CH:42][CH:41]=[CH:40][CH:39]=1)[C:33]([O:35][CH3:36])=[O:34])(=O)C.C(=O)([O-])[O-].[K+].[K+], predict the reaction product. The product is: [OH:4][C@H:5]1[CH2:9][CH2:8][C@H:7](/[CH:10]=[CH:11]/[C@@H:12]([O:20][CH:21]2[CH2:26][CH2:25][CH2:24][CH2:23][O:22]2)[CH2:13][C@@H:14]([CH3:19])[CH2:15][CH2:16][CH2:17][CH3:18])[C@H:6]1[CH2:27][CH2:28][CH2:29][CH2:30][CH2:31][CH:32]([Se:37][C:38]1[CH:43]=[CH:42][CH:41]=[CH:40][CH:39]=1)[C:33]([O:35][CH3:36])=[O:34]. (6) Given the reactants [CH2:1]([O:8][N:9]1[C:12]2([CH:17]=[CH:16][C:15](=[O:18])[CH:14]([O:19][Si:20]([C:23]([CH3:26])([CH3:25])[CH3:24])([CH3:22])[CH3:21])[CH:13]2[OH:27])[CH2:11][C:10]1=[O:28])[C:2]1[CH:7]=[CH:6][CH:5]=[CH:4][CH:3]=1.C[Si:30]([C:33]#N)([CH3:32])[CH3:31].C1N2C[CH2:42][N:37](CC2)C1, predict the reaction product. The product is: [CH2:1]([O:8][N:9]1[C:12]2([CH:17]=[CH:16][C:15]([C:42]#[N:37])([O:18][Si:20]([CH3:23])([CH3:22])[CH3:21])[CH:14]([O:19][Si:20]([C:23]([CH3:24])([CH3:25])[CH3:26])([CH3:21])[CH3:22])[CH:13]2[O:27][Si:30]([CH3:31])([CH3:32])[CH3:33])[CH2:11][C:10]1=[O:28])[C:2]1[CH:7]=[CH:6][CH:5]=[CH:4][CH:3]=1. (7) Given the reactants CS([C:5]1[N:6]=[N:7][CH:8]=[C:9]([C:11]2[CH:16]=[CH:15][C:14]([F:17])=[CH:13][C:12]=2[F:18])[N:10]=1)(=O)=O.[NH3:19].C1COCC1, predict the reaction product. The product is: [F:18][C:12]1[CH:13]=[C:14]([F:17])[CH:15]=[CH:16][C:11]=1[C:9]1[N:10]=[C:5]([NH2:19])[N:6]=[N:7][CH:8]=1. (8) Given the reactants [F:1][C:2]([F:13])([F:12])[C:3]1[CH:8]=[CH:7][CH:6]=[CH:5][C:4]=1[CH2:9][C:10]#[N:11].Br[CH2:15][CH2:16]Cl.[OH-].[Na+], predict the reaction product. The product is: [F:1][C:2]([F:12])([F:13])[C:3]1[CH:8]=[CH:7][CH:6]=[CH:5][C:4]=1[C:9]1([C:10]#[N:11])[CH2:16][CH2:15]1. (9) Given the reactants [NH2:1][C:2]1[N:10]=[C:9]2[C:5]([N:6]=[CH:7][N:8]2[C@H:11]2[C@H:16]3[C@H:17]([O:18]CC4C=CC=CC=4)[C@:13]([CH2:26][OH:27])([CH2:14][O:15]3)[O:12]2)=[C:4](Cl)[N:3]=1, predict the reaction product. The product is: [NH2:1][C:2]1[N:10]=[C:9]2[C:5]([N:6]=[CH:7][N:8]2[C@H:11]2[C@H:16]3[C@H:17]([OH:18])[C@:13]([CH2:26][OH:27])([CH2:14][O:15]3)[O:12]2)=[CH:4][N:3]=1.